The task is: Predict the product of the given reaction.. This data is from Forward reaction prediction with 1.9M reactions from USPTO patents (1976-2016). Given the reactants [CH3:1][C:2]1[C:3]([CH3:12])=[CH:4][C:5]2[S:9][C:8]([NH2:10])=[N:7][C:6]=2[CH:11]=1.[F:13][C:14]([F:25])([F:24])[C:15]1[CH:16]=[C:17]([CH:21]=[CH:22][CH:23]=1)[C:18](Cl)=[O:19].Br[CH:27]([CH3:33])[C:28]([O:30]CC)=[O:29].COC1C=CC2N=C(N)SC=2C=1.ClC1C=C(C=CC=1)C(Cl)=O.BrCC(OCC)=O, predict the reaction product. The product is: [CH3:1][C:2]1[C:3]([CH3:12])=[CH:4][C:5]2[S:9][C:8](=[N:10][C:18](=[O:19])[C:17]3[CH:21]=[CH:22][CH:23]=[C:15]([C:14]([F:25])([F:24])[F:13])[CH:16]=3)[N:7]([CH:27]([CH3:33])[C:28]([OH:30])=[O:29])[C:6]=2[CH:11]=1.